From a dataset of Reaction yield outcomes from USPTO patents with 853,638 reactions. Predict the reaction yield, written as a fraction of the theoretical maximum amount of product (1.0 means a 100% yield; for example, 0.34 means a 34% yield). (1) The yield is 0.240. The product is [Cl:25][C:8]1[N:6]2[CH:7]=[C:2]([CH:38]3[CH2:40][CH2:39]3)[CH:3]=[C:4]([C:26]([F:29])([F:28])[F:27])[C:5]2=[N:10][C:9]=1[C:11]([N:13]1[CH2:18][CH2:17][CH:16]([N:19]2[CH2:23][CH2:22][O:21][C:20]2=[O:24])[CH2:15][CH2:14]1)=[O:12]. The reactants are Br[C:2]1[CH:3]=[C:4]([C:26]([F:29])([F:28])[F:27])[C:5]2[N:6]([C:8]([Cl:25])=[C:9]([C:11]([N:13]3[CH2:18][CH2:17][CH:16]([N:19]4[CH2:23][CH2:22][O:21][C:20]4=[O:24])[CH2:15][CH2:14]3)=[O:12])[N:10]=2)[CH:7]=1.P([O-])([O-])([O-])=O.[K+].[K+].[K+].[CH:38]1(B2OC(C)(C)C(C)(C)O2)[CH2:40][CH2:39]1. The catalyst is C(#N)C.CCOC(C)=O.C1C=CC(P(C2C=CC=CC=2)[C-]2C=CC=C2)=CC=1.C1C=CC(P(C2C=CC=CC=2)[C-]2C=CC=C2)=CC=1.Cl[Pd]Cl.[Fe+2].C(Cl)Cl. (2) The reactants are Cl.[Cl:2][C:3]1[C:8]([Cl:9])=[CH:7][CH:6]=[CH:5][C:4]=1[N:10]1[CH2:15][CH2:14][NH:13][CH2:12][CH2:11]1.CCN(CC)CC.[CH3:23][C:24]1[C:33]2[CH2:32][CH2:31][C:30](=[O:34])[NH:29][C:28]=2[N:27]=[C:26]([O:35][CH2:36][CH2:37][CH2:38][CH:39]=O)[CH:25]=1.[BH-](OC(C)=O)(OC(C)=O)OC(C)=O.[Na+]. The catalyst is ClC(Cl)C.C(Cl)Cl. The product is [Cl:2][C:3]1[C:8]([Cl:9])=[CH:7][CH:6]=[CH:5][C:4]=1[N:10]1[CH2:15][CH2:14][N:13]([CH2:39][CH2:38][CH2:37][CH2:36][O:35][C:26]2[N:27]=[C:28]3[C:33]([CH2:32][CH2:31][C:30](=[O:34])[NH:29]3)=[C:24]([CH3:23])[CH:25]=2)[CH2:12][CH2:11]1. The yield is 0.700. (3) The reactants are C1(N2[C:12](=[O:13])[C:11]3[S:14][CH:15]=[C:16]([C:17]4[CH:22]=[CH:21][CH:20]=[CH:19][CH:18]=4)[C:10]=3[N:9]=[CH:8]2)C=CC=CC=1.NC1C(C2C=CC=CC=2)=CSC=1C(OC)=O.C(OCC)(OCC)OCC.[CH3:49][C:50]1[CH:56]=[CH:55][C:54]([CH3:57])=[CH:53][C:51]=1[NH2:52]. The catalyst is C(O)(=O)C. The product is [CH3:49][C:50]1[CH:56]=[CH:55][C:54]([CH3:57])=[CH:53][C:51]=1[N:52]1[C:12](=[O:13])[C:11]2[S:14][CH:15]=[C:16]([C:17]3[CH:22]=[CH:21][CH:20]=[CH:19][CH:18]=3)[C:10]=2[N:9]=[CH:8]1. The yield is 0.440. (4) The reactants are [H-].[Na+].[CH2:3]([OH:10])[C:4]1[CH:9]=[CH:8][CH:7]=[CH:6][CH:5]=1.F[C:12]1[C:21]2[C@H:22]([NH:24][C:25](=[O:31])[O:26][C:27]([CH3:30])([CH3:29])[CH3:28])[CH2:23][N:19]3[C:20]=2[C:15]([CH:16]=[CH:17][C:18]3=[O:32])=[CH:14][CH:13]=1.O. The catalyst is C1COCC1. The product is [CH2:3]([O:10][C:12]1[C:21]2[C@H:22]([NH:24][C:25](=[O:31])[O:26][C:27]([CH3:28])([CH3:30])[CH3:29])[CH2:23][N:19]3[C:20]=2[C:15]([CH:16]=[CH:17][C:18]3=[O:32])=[CH:14][CH:13]=1)[C:4]1[CH:9]=[CH:8][CH:7]=[CH:6][CH:5]=1. The yield is 0.990.